From a dataset of Forward reaction prediction with 1.9M reactions from USPTO patents (1976-2016). Predict the product of the given reaction. (1) Given the reactants O[C@@H:2]1[CH2:7][CH2:6][CH2:5][CH2:4][C@H:3]1[NH:8][C:9]1[CH2:14][CH2:13][CH2:12][C:11](=[O:15])[CH:10]=1.BrC1C(C)=CC(C)=CC=1C.C(=O)([O-])[O-].[K+].[K+].CN(C=O)C, predict the reaction product. The product is: [CH2:14]1[C:9]2[NH:8][C:3]3[CH2:4][CH2:5][CH2:6][CH2:7][C:2]=3[C:10]=2[C:11](=[O:15])[CH2:12][CH2:13]1. (2) The product is: [C:1]([O:5][C:6]([N:8]1[CH2:13][CH:12]=[C:11]([C:26]2[CH:27]=[CH:28][CH:29]=[C:24]([Br:23])[CH:25]=2)[CH2:10][CH2:9]1)=[O:7])([CH3:2])([CH3:3])[CH3:4]. Given the reactants [C:1]([O:5][C:6]([N:8]1[CH2:13][CH:12]=[C:11](B2OC(C)(C)C(C)(C)O2)[CH2:10][CH2:9]1)=[O:7])([CH3:4])([CH3:3])[CH3:2].[Br:23][C:24]1[CH:29]=[CH:28][CH:27]=[C:26](I)[CH:25]=1.C([O-])([O-])=O.[K+].[K+], predict the reaction product.